From a dataset of Forward reaction prediction with 1.9M reactions from USPTO patents (1976-2016). Predict the product of the given reaction. (1) The product is: [OH:8][CH2:9][C:10]1[N:11]=[C:12]([C:15]2([C:21]3[CH:31]=[CH:30][C:24]([C:25]([N:27]([CH3:29])[CH3:28])=[O:26])=[CH:23][CH:22]=3)[CH2:20][CH2:19][O:18][CH2:17][CH2:16]2)[S:13][CH:14]=1. Given the reactants [Si]([O:8][CH2:9][C:10]1[N:11]=[C:12]([C:15]2([C:21]3[CH:31]=[CH:30][C:24]([C:25]([N:27]([CH3:29])[CH3:28])=[O:26])=[CH:23][CH:22]=3)[CH2:20][CH2:19][O:18][CH2:17][CH2:16]2)[S:13][CH:14]=1)(C(C)(C)C)(C)C.F.F.F.C(N(CC)CC)C, predict the reaction product. (2) Given the reactants C(OC([N:8]1[CH2:13][CH2:12][C:11](=[CH:14][C:15]2[O:16][C:17]3[CH:23]=[CH:22][C:21]([CH3:24])=[CH:20][C:18]=3[CH:19]=2)[CH2:10][CH2:9]1)=O)(C)(C)C.FC(F)(F)C(O)=O, predict the reaction product. The product is: [CH3:24][C:21]1[CH:22]=[CH:23][C:17]2[O:16][C:15]([CH:14]=[C:11]3[CH2:12][CH2:13][NH:8][CH2:9][CH2:10]3)=[CH:19][C:18]=2[CH:20]=1. (3) The product is: [CH2:1]([O:3][C:4]1[C:5](/[C:18](/[CH2:31][CH3:32])=[C:19](/[F:30])\[CH:20]=[CH:21]\[C:22](\[CH3:29])=[CH:23]\[C:24]([OH:26])=[O:25])=[CH:6][C:7]2[C:8]([CH3:16])([CH3:17])[CH2:9][CH2:10][C:11]([CH3:14])([CH3:15])[C:12]=2[CH:13]=1)[CH3:2]. Given the reactants [CH2:1]([O:3][C:4]1[C:5](/[C:18](/[CH2:31][CH3:32])=[C:19](/[F:30])\[CH:20]=[CH:21]\[C:22](\[CH3:29])=[CH:23]\[C:24]([O:26]CC)=[O:25])=[CH:6][C:7]2[C:8]([CH3:17])([CH3:16])[CH2:9][CH2:10][C:11]([CH3:15])([CH3:14])[C:12]=2[CH:13]=1)[CH3:2].[OH-].[K+].Cl, predict the reaction product. (4) Given the reactants Cl[C:2]1[C:11]2[C:6](=[CH:7][C:8]([O:14][CH2:15][CH2:16][CH2:17][N:18]3[CH2:23][CH2:22][CH2:21][CH2:20][CH2:19]3)=[C:9]([O:12][CH3:13])[CH:10]=2)[N:5]=[CH:4][N:3]=1.C(=O)([O-])[O-].[K+].[K+].[OH:30][C:31]1[CH:32]=[C:33]2[C:37](=[CH:38][CH:39]=1)[NH:36][C:35]([C:40]([OH:42])=[O:41])=[CH:34]2, predict the reaction product. The product is: [C:40]([C:35]1[NH:36][C:37]2[C:33]([CH:34]=1)=[CH:32][C:31]([O:30][C:2]1[C:11]3[C:6](=[CH:7][C:8]([O:14][CH2:15][CH2:16][CH2:17][N:18]4[CH2:23][CH2:22][CH2:21][CH2:20][CH2:19]4)=[C:9]([O:12][CH3:13])[CH:10]=3)[N:5]=[CH:4][N:3]=1)=[CH:39][CH:38]=2)([OH:42])=[O:41].